Dataset: Forward reaction prediction with 1.9M reactions from USPTO patents (1976-2016). Task: Predict the product of the given reaction. (1) Given the reactants [CH2:1]([O:3][C:4]([N:6]1[CH2:11][CH2:10][CH:9]([C:12]2[C:20]3[C:15](=[CH:16][C:17]([F:21])=[CH:18][CH:19]=3)[NH:14][CH:13]=2)[CH2:8][CH2:7]1)=[O:5])[CH3:2].Br[CH2:23][C:24]1[CH:28]=[CH:27][S:26][CH:25]=1, predict the reaction product. The product is: [CH2:1]([O:3][C:4]([N:6]1[CH2:11][CH2:10][CH:9]([C:12]2[C:20]3[C:15](=[CH:16][C:17]([F:21])=[CH:18][CH:19]=3)[N:14]([CH2:23][C:24]3[CH:28]=[CH:27][S:26][CH:25]=3)[CH:13]=2)[CH2:8][CH2:7]1)=[O:5])[CH3:2]. (2) The product is: [CH3:7][CH:6]([CH3:8])[CH2:5][C@H:4]([N:9]1[CH2:13][C:12]([O:14][C:15]2[C:24]3[CH2:23][CH2:22][CH2:21][CH2:20][C:19]=3[CH:18]=[CH:17][CH:16]=2)=[CH:11][C:10]1=[O:25])[C:3]([OH:26])=[O:2]. Given the reactants C[O:2][C:3](=[O:26])[C@@H:4]([N:9]1[CH2:13][C:12]([O:14][C:15]2[C:24]3[CH2:23][CH2:22][CH2:21][CH2:20][C:19]=3[CH:18]=[CH:17][CH:16]=2)=[CH:11][C:10]1=[O:25])[CH2:5][CH:6]([CH3:8])[CH3:7].O.[OH-].[Li+], predict the reaction product. (3) Given the reactants [N:1]1([C:6]2[N:11]=[CH:10][C:9]([CH2:12][O:13][N:14]3C(=O)C4C(=CC=CC=4)C3=O)=[CH:8][CH:7]=2)[CH:5]=[CH:4][CH:3]=[N:2]1, predict the reaction product. The product is: [N:1]1([C:6]2[N:11]=[CH:10][C:9]([CH2:12][O:13][NH2:14])=[CH:8][CH:7]=2)[CH:5]=[CH:4][CH:3]=[N:2]1. (4) Given the reactants [NH2:1][C:2]1[N:28]=[C:5]2[CH:6]=[CH:7][C:8]([O:10][C:11]3[CH:12]=[C:13]([NH:18][C:19]([C:21]4[N:25]([CH3:26])[N:24]=[C:23]([CH3:27])[CH:22]=4)=[O:20])[CH:14]=[C:15]([CH3:17])[CH:16]=3)=[CH:9][N:4]2[N:3]=1.[CH2:29]([N:31]=[C:32]=[O:33])[CH3:30], predict the reaction product. The product is: [CH2:29]([NH:31][C:32]([NH:1][C:2]1[N:28]=[C:5]2[CH:6]=[CH:7][C:8]([O:10][C:11]3[CH:12]=[C:13]([NH:18][C:19]([C:21]4[N:25]([CH3:26])[N:24]=[C:23]([CH3:27])[CH:22]=4)=[O:20])[CH:14]=[C:15]([CH3:17])[CH:16]=3)=[CH:9][N:4]2[N:3]=1)=[O:33])[CH3:30]. (5) Given the reactants [Cl-].O[NH3+:3].[C:4](=[O:7])([O-:6])O.[Na+].CS(C)=O.[CH2:13]([C:17]1[N:18]=[C:19]([CH3:52])[N:20]([C:39]2[CH:40]=[C:41]([C:48]([O:50][CH3:51])=[O:49])[C:42]3[O:46][CH2:45][CH2:44][C:43]=3[CH:47]=2)[C:21](=[O:38])[C:22]=1[CH2:23][C:24]1[CH:29]=[CH:28][C:27]([C:30]2[CH:35]=[CH:34][CH:33]=[CH:32][C:31]=2[C:36]#[N:37])=[CH:26][CH:25]=1)[CH2:14][CH2:15][CH3:16], predict the reaction product. The product is: [CH2:13]([C:17]1[N:18]=[C:19]([CH3:52])[N:20]([C:39]2[CH:40]=[C:41]([C:48]([O:50][CH3:51])=[O:49])[C:42]3[O:46][CH2:45][CH2:44][C:43]=3[CH:47]=2)[C:21](=[O:38])[C:22]=1[CH2:23][C:24]1[CH:29]=[CH:28][C:27]([C:30]2[CH:35]=[CH:34][CH:33]=[CH:32][C:31]=2[C:36]2[NH:3][C:4](=[O:7])[O:6][N:37]=2)=[CH:26][CH:25]=1)[CH2:14][CH2:15][CH3:16]. (6) Given the reactants [C:1]([O:4][CH2:5][C@H:6]1[CH2:11][C@@H:10]([O:12][C:13](=[O:15])[CH3:14])[CH2:9][CH2:8][C@@:7]1([C@H:17]1[CH2:25][CH2:24][C@@:23]2([CH3:26])[C@@H:19]([CH2:20][CH2:21][C@:22]2([C:28]2[O:29][CH:30]=[CH:31][CH:32]=2)[OH:27])[C@@H:18]1[CH2:33]O)[CH3:16])(=[O:3])[CH3:2].CS(Cl)(=O)=O.[N-:40]=[N+:41]=[N-:42].[Na+], predict the reaction product. The product is: [C:1]([O:4][CH2:5][C@H:6]1[CH2:11][C@@H:10]([O:12][C:13](=[O:15])[CH3:14])[CH2:9][CH2:8][C@@:7]1([C@H:17]1[CH2:25][CH2:24][C@@:23]2([CH3:26])[C@@H:19]([CH2:20][CH2:21][C@:22]2([C:28]2[O:29][CH:30]=[CH:31][CH:32]=2)[OH:27])[C@@H:18]1[CH2:33][N:40]=[N+:41]=[N-:42])[CH3:16])(=[O:3])[CH3:2]. (7) Given the reactants F[C:2]1[CH:9]=[C:8]([N:10]2[C:22]3[CH:21]=[CH:20][CH:19]=[C:18]([C:23]4[NH:27][C:26]5[CH:28]=[C:29]([F:32])[CH:30]=[CH:31][C:25]=5[N:24]=4)[C:17]=3[C:16]3[C:11]2=[CH:12][CH:13]=[CH:14][CH:15]=3)[CH:7]=[CH:6][C:3]=1[C:4]#[N:5].C(=O)([O-])[O-:34].[K+].[K+].[NH2:39][CH2:40][C:41]1([OH:46])[CH2:45][CH2:44][CH2:43][CH2:42]1.[OH-].[Na+].OO, predict the reaction product. The product is: [F:32][C:29]1[CH:30]=[CH:31][C:25]2[N:24]=[C:23]([C:18]3[C:17]4[C:16]5[C:11](=[CH:12][CH:13]=[CH:14][CH:15]=5)[N:10]([C:8]5[CH:7]=[CH:6][C:3]([C:4]([NH2:5])=[O:34])=[C:2]([NH:39][CH2:40][C:41]6([OH:46])[CH2:45][CH2:44][CH2:43][CH2:42]6)[CH:9]=5)[C:22]=4[CH:21]=[CH:20][CH:19]=3)[NH:27][C:26]=2[CH:28]=1.